Dataset: Reaction yield outcomes from USPTO patents with 853,638 reactions. Task: Predict the reaction yield, written as a fraction of the theoretical maximum amount of product (1.0 means a 100% yield; for example, 0.34 means a 34% yield). (1) The reactants are [OH:1][N:2]=[C:3](Cl)[C:4]1[C:8]([NH:9][CH2:10][CH2:11][O:12][CH3:13])=[N:7][O:6][N:5]=1.[F:15][C:16]([F:25])([F:24])[C:17]1[CH:18]=[C:19]([CH:21]=[CH:22][CH:23]=1)[NH2:20].C(=O)(O)[O-].[Na+].C(OCC)(=O)C. The catalyst is O.[Cl-].[Na+].O. The product is [OH:1][N:2]=[C:3]([C:4]1[C:8]([NH:9][CH2:10][CH2:11][O:12][CH3:13])=[N:7][O:6][N:5]=1)[NH:20][C:19]1[CH:21]=[CH:22][CH:23]=[C:17]([C:16]([F:15])([F:24])[F:25])[CH:18]=1. The yield is 0.800. (2) The catalyst is COCCOC.O.C(OCC)(=O)C. The reactants are [BH4-].[Na+].[Cl:3][C:4]1[CH:9]=[CH:8][C:7]([C:10]2[CH:11]([CH2:17][CH2:18][CH3:19])[CH2:12][N:13]([CH3:16])[CH2:14][CH:15]=2)=[CH:6][CH:5]=1.B(F)(F)F.CC[O:26]CC.[OH-].[K+].OO. The product is [Cl:3][C:4]1[CH:9]=[CH:8][C:7]([CH:10]2[CH:11]([CH2:17][CH2:18][CH3:19])[CH2:12][N:13]([CH3:16])[CH2:14][CH:15]2[OH:26])=[CH:6][CH:5]=1. The yield is 0.730.